From a dataset of NCI-60 drug combinations with 297,098 pairs across 59 cell lines. Regression. Given two drug SMILES strings and cell line genomic features, predict the synergy score measuring deviation from expected non-interaction effect. (1) Drug 1: CC12CCC(CC1=CCC3C2CCC4(C3CC=C4C5=CN=CC=C5)C)O. Drug 2: COCCOC1=C(C=C2C(=C1)C(=NC=N2)NC3=CC=CC(=C3)C#C)OCCOC.Cl. Cell line: HCT116. Synergy scores: CSS=4.43, Synergy_ZIP=-1.77, Synergy_Bliss=-2.25, Synergy_Loewe=-2.52, Synergy_HSA=-2.77. (2) Drug 1: CC1CCC2CC(C(=CC=CC=CC(CC(C(=O)C(C(C(=CC(C(=O)CC(OC(=O)C3CCCCN3C(=O)C(=O)C1(O2)O)C(C)CC4CCC(C(C4)OC)O)C)C)O)OC)C)C)C)OC. Drug 2: CNC(=O)C1=NC=CC(=C1)OC2=CC=C(C=C2)NC(=O)NC3=CC(=C(C=C3)Cl)C(F)(F)F. Cell line: HS 578T. Synergy scores: CSS=1.22, Synergy_ZIP=0.694, Synergy_Bliss=5.05, Synergy_Loewe=-4.07, Synergy_HSA=0.945.